Dataset: Peptide-MHC class II binding affinity with 134,281 pairs from IEDB. Task: Regression. Given a peptide amino acid sequence and an MHC pseudo amino acid sequence, predict their binding affinity value. This is MHC class II binding data. The peptide sequence is GEEYLILSARDVLAV. The MHC is DRB1_1501 with pseudo-sequence DRB1_1501. The binding affinity (normalized) is 0.474.